Task: Predict the reaction yield, written as a fraction of the theoretical maximum amount of product (1.0 means a 100% yield; for example, 0.34 means a 34% yield).. Dataset: Reaction yield outcomes from USPTO patents with 853,638 reactions (1) The reactants are [Br:1][C:2]1[CH:3]=[C:4]([N+:10]([O-])=O)[C:5]([O:8][CH3:9])=[N:6][CH:7]=1.[NH4+].[Cl-]. The catalyst is CCO.O.[Fe]. The product is [Br:1][C:2]1[CH:3]=[C:4]([NH2:10])[C:5]([O:8][CH3:9])=[N:6][CH:7]=1. The yield is 0.860. (2) The reactants are [Cl:1][C:2]1[C:11]2[C:6](=[CH:7][C:8]([O:16][CH3:17])=[C:9]([O:12][C:13](=[O:15])[CH3:14])[CH:10]=2)[N:5]=[CH:4][N:3]=1.[CH3:18][C:19]([C:21]1[CH:26]=[CH:25][CH:24]=[C:23]([NH2:27])[CH:22]=1)=[O:20]. The catalyst is C(O)(C)C. The product is [ClH:1].[C:19]([C:21]1[CH:22]=[C:23]([NH:27][C:2]2[C:11]3[C:6](=[CH:7][C:8]([O:16][CH3:17])=[C:9]([O:12][C:13](=[O:15])[CH3:14])[CH:10]=3)[N:5]=[CH:4][N:3]=2)[CH:24]=[CH:25][CH:26]=1)(=[O:20])[CH3:18]. The yield is 0.830. (3) The reactants are P12(SP3(SP(SP(S3)(S1)=S)(=S)S2)=S)=[S:2].[Cl:15][C:16]1[CH:17]=[C:18]([CH:22]2[C:28]3[CH:29]=[C:30]([CH:33]([C:40]4[CH:45]=[CH:44][C:43]([Cl:46])=[CH:42][CH:41]=4)[C:34]4[N:38]([CH3:39])[CH:37]=[N:36][CH:35]=4)[CH:31]=[CH:32][C:27]=3[NH:26][C:25](=O)[CH2:24][S:23]2)[CH:19]=[CH:20][CH:21]=1. The catalyst is C1COCC1. The product is [Cl:15][C:16]1[CH:17]=[C:18]([CH:22]2[C:28]3[CH:29]=[C:30]([CH:33]([C:40]4[CH:45]=[CH:44][C:43]([Cl:46])=[CH:42][CH:41]=4)[C:34]4[N:38]([CH3:39])[CH:37]=[N:36][CH:35]=4)[CH:31]=[CH:32][C:27]=3[NH:26][C:25](=[S:2])[CH2:24][S:23]2)[CH:19]=[CH:20][CH:21]=1. The yield is 0.775. (4) The reactants are FC(F)(F)C1C=CC(CBr)=CC=1.Br[CH2:14][CH:15]1[CH2:17][CH2:16]1.[CH3:18][C:19]1[CH:23]=[C:22]([N:24]2[CH2:28][CH2:27][NH:26][C:25]2=[O:29])[S:21][C:20]=1[C:30]([O:32][CH2:33][CH3:34])=[O:31]. No catalyst specified. The product is [CH:17]1([CH2:16][N:26]2[CH2:27][CH2:28][N:24]([C:22]3[S:21][C:20]([C:30]([O:32][CH2:33][CH3:34])=[O:31])=[C:19]([CH3:18])[CH:23]=3)[C:25]2=[O:29])[CH2:15][CH2:14]1. The yield is 0.800. (5) The reactants are [CH2:1]([O:3][C:4](=[O:22])[CH:5]([C:10]1[CH:15]=[CH:14][C:13](I)=[C:12]([O:17][CH2:18][CH:19]2[CH2:21][CH2:20]2)[CH:11]=1)[CH2:6][CH:7]([CH3:9])[CH3:8])[CH3:2].[CH3:23][O:24][C:25]1[CH:30]=[C:29](B(O)O)[CH:28]=[CH:27][N:26]=1.[F-].[Cs+].O.CCOC(C)=O. The catalyst is COCCOC.C1C=CC([P]([Pd]([P](C2C=CC=CC=2)(C2C=CC=CC=2)C2C=CC=CC=2)([P](C2C=CC=CC=2)(C2C=CC=CC=2)C2C=CC=CC=2)[P](C2C=CC=CC=2)(C2C=CC=CC=2)C2C=CC=CC=2)(C2C=CC=CC=2)C2C=CC=CC=2)=CC=1. The product is [CH2:1]([O:3][C:4](=[O:22])[CH:5]([C:10]1[CH:15]=[CH:14][C:13]([C:29]2[CH:28]=[CH:27][N:26]=[C:25]([O:24][CH3:23])[CH:30]=2)=[C:12]([O:17][CH2:18][CH:19]2[CH2:21][CH2:20]2)[CH:11]=1)[CH2:6][CH:7]([CH3:9])[CH3:8])[CH3:2]. The yield is 0.840. (6) The reactants are [F:1][C:2]1([F:27])[CH2:4][CH:3]1[C:5]1[N:10]=[C:9]([C:11]2[CH:12]=[C:13]([O:19][CH:20]([F:22])[F:21])[C:14]([NH2:17]=[O:18])=[N:15][CH:16]=2)[CH:8]=[C:7](S(C)(=O)=O)[N:6]=1.Cl.[C@H:29]12[CH2:35][C@H:32]([NH:33][CH2:34]1)[CH2:31][O:30]2.C(=O)([O-])[O-].[K+].[K+]. The catalyst is CS(C)=O. The product is [C@H:29]12[CH2:35][C@H:32]([N:33]([C:7]3[N:6]=[C:5]([CH:3]4[CH2:4][C:2]4([F:27])[F:1])[N:10]=[C:9]([C:11]4[CH:12]=[C:13]([O:19][CH:20]([F:22])[F:21])[C:14]([NH2:17]=[O:18])=[N:15][CH:16]=4)[CH:8]=3)[CH2:34]1)[CH2:31][O:30]2. The yield is 0.470. (7) The reactants are [CH2:1]([N:6]1[C:14]2[C:9](=[CH:10][CH:11]=[CH:12][CH:13]=2)[C:8](=[O:15])[C:7]1=[O:16])[CH2:2][CH2:3][CH2:4][CH3:5].[CH2:17]1[O:25][C:24]2[C:19](=[CH:20][CH:21]=[C-:22][CH:23]=2)[O:18]1.[Mg+2].[Br-]. The catalyst is O1CCCC1. The product is [O:18]1[C:19]2[CH:20]=[CH:21][C:22]([C:8]3([OH:15])[C:9]4[C:14](=[CH:13][CH:12]=[CH:11][CH:10]=4)[N:6]([CH2:1][CH2:2][CH2:3][CH2:4][CH3:5])[C:7]3=[O:16])=[CH:23][C:24]=2[O:25][CH2:17]1. The yield is 0.210.